This data is from Catalyst prediction with 721,799 reactions and 888 catalyst types from USPTO. The task is: Predict which catalyst facilitates the given reaction. (1) Reactant: [NH2:1][C:2]1[C:7]([I:8])=[CH:6][N:5]=[C:4]([Cl:9])[CH:3]=1.C(N(CC)CC)C.[CH3:17][S:18](Cl)(=[O:20])=[O:19]. Product: [Cl:9][C:4]1[CH:3]=[C:2]([N:1]([S:18]([CH3:17])(=[O:20])=[O:19])[S:18]([CH3:17])(=[O:20])=[O:19])[C:7]([I:8])=[CH:6][N:5]=1. The catalyst class is: 4. (2) Reactant: [Si:1]([O:8][CH2:9][CH:10]=[N:11][OH:12])([C:4]([CH3:7])([CH3:6])[CH3:5])([CH3:3])[CH3:2].[Cl:13]N1C(=O)CCC1=O.C1(C)C=CC=CC=1.O. Product: [Si:1]([O:8][CH2:9][C:10]([Cl:13])=[N:11][OH:12])([C:4]([CH3:7])([CH3:6])[CH3:5])([CH3:3])[CH3:2]. The catalyst class is: 3. (3) Reactant: [N+:1]([CH2:3][C:4]([O:6][CH2:7][CH3:8])=[O:5])#[C-:2].CO[CH:11]([N:14]([CH3:16])[CH3:15])OC. Product: [CH2:7]([O:6][C:4](=[O:5])/[C:3](/[N+:1]#[C-:2])=[CH:11]/[N:14]([CH3:16])[CH3:15])[CH3:8]. The catalyst class is: 8. (4) Reactant: [H-].[Al+3].[Li+].[H-].[H-].[H-].[CH:7]1([C:10]([N:12]2[CH2:17][CH2:16][NH:15][CH2:14][CH2:13]2)=O)[CH2:9][CH2:8]1.O.[OH-].[Na+]. Product: [CH:7]1([CH2:10][N:12]2[CH2:17][CH2:16][NH:15][CH2:14][CH2:13]2)[CH2:9][CH2:8]1. The catalyst class is: 7. (5) Reactant: Cl[C:2]1[O:3][C:4]([N:9]2[CH2:14][CH2:13][O:12][CH2:11][CH2:10]2)=[CH:5][C:6](=[O:8])[CH:7]=1.[C:15]1(B(O)O)[C:23]2[C:22]3[CH:24]=[CH:25][CH:26]=[CH:27][C:21]=3[S:20][C:19]=2[CH:18]=[CH:17][CH:16]=1.C(=O)([O-])[O-].[K+].[K+].N#N. Product: [C:15]1([C:2]2[O:3][C:4]([N:9]3[CH2:14][CH2:13][O:12][CH2:11][CH2:10]3)=[CH:5][C:6](=[O:8])[CH:7]=2)[C:23]2[C:22]3[CH:24]=[CH:25][CH:26]=[CH:27][C:21]=3[S:20][C:19]=2[CH:18]=[CH:17][CH:16]=1. The catalyst class is: 77. (6) Reactant: Cl[C:2]1[N:3]([C:15]2[CH:20]=[CH:19][CH:18]=[CH:17][CH:16]=2)[N:4]=[C:5]2[C:10]=1[CH:9]=[CH:8][CH:7]=[C:6]2[C:11]([F:14])([F:13])[F:12].[NH:21]1[CH2:26][CH2:25][CH2:24][CH2:23][CH2:22]1.O. Product: [C:15]1([N:3]2[C:2]([N:21]3[CH2:26][CH2:25][CH2:24][CH2:23][CH2:22]3)=[C:10]3[C:5]([C:6]([C:11]([F:14])([F:13])[F:12])=[CH:7][CH:8]=[CH:9]3)=[N:4]2)[CH:20]=[CH:19][CH:18]=[CH:17][CH:16]=1. The catalyst class is: 16. (7) Reactant: [OH-].[Li+].C[O:4][C:5](=[O:25])[C:6]1[CH:11]=[CH:10][CH:9]=[C:8]([O:12][CH2:13][C:14](=[O:24])[NH:15][C:16]2[CH:21]=[CH:20][CH:19]=[C:18]([C:22]#[N:23])[CH:17]=2)[CH:7]=1.CO.Cl. Product: [C:22]([C:18]1[CH:17]=[C:16]([NH:15][C:14]([CH2:13][O:12][C:8]2[CH:7]=[C:6]([CH:11]=[CH:10][CH:9]=2)[C:5]([OH:25])=[O:4])=[O:24])[CH:21]=[CH:20][CH:19]=1)#[N:23]. The catalyst class is: 6. (8) Reactant: [CH:1](=O)[C:2]1[CH:7]=[CH:6][CH:5]=[CH:4][CH:3]=1.[NH2:9][C:10]1[CH:11]=[N:12][CH:13]=[C:14]([CH2:16][CH3:17])[CH:15]=1. Product: [CH:1](=[N:9][C:10]1[CH:11]=[N:12][CH:13]=[C:14]([CH2:16][CH3:17])[CH:15]=1)[C:2]1[CH:7]=[CH:6][CH:5]=[CH:4][CH:3]=1. The catalyst class is: 8. (9) Reactant: [C:9](O[C:9]([O:11][C:12]([CH3:15])([CH3:14])[CH3:13])=[O:10])([O:11][C:12]([CH3:15])([CH3:14])[CH3:13])=[O:10].[NH:16]1[CH2:21][CH2:20][CH:19]([C:22]([OH:24])=[O:23])[CH2:18][CH2:17]1.C(=O)([O-])[O-].[Na+].[Na+].O1CCOCC1. Product: [C:12]([O:11][C:9]([N:16]1[CH2:21][CH2:20][CH:19]([C:22]([OH:24])=[O:23])[CH2:18][CH2:17]1)=[O:10])([CH3:13])([CH3:14])[CH3:15]. The catalyst class is: 6.